Dataset: Full USPTO retrosynthesis dataset with 1.9M reactions from patents (1976-2016). Task: Predict the reactants needed to synthesize the given product. The reactants are: F[C:2](F)(F)[CH2:3][CH2:4][C:5]([N:7]1[C:13]2(CC2)[CH2:12][CH2:11][N:10]([C:16]2[C:17]3[CH:24]=[CH:23][NH:22][C:18]=3[N:19]=[CH:20][N:21]=2)[CH2:9][CH2:8]1)=O.C([O-])([O-])=O.[K+].[K+].[CH2:33](Br)[CH2:34]CC. Given the product [CH2:5]([N:7]1[CH2:8][CH2:9][N:10]([C:16]2[C:17]3[CH:24]=[CH:23][NH:22][C:18]=3[N:19]=[CH:20][N:21]=2)[CH2:11][C:12]2([CH2:34][CH2:33]2)[CH2:13]1)[CH2:4][CH2:3][CH3:2], predict the reactants needed to synthesize it.